From a dataset of Full USPTO retrosynthesis dataset with 1.9M reactions from patents (1976-2016). Predict the reactants needed to synthesize the given product. Given the product [F:1][C:2]1[CH:7]=[CH:6][C:5]([C:8]2[C:16]([C:17]3[CH:22]=[CH:21][N:20]=[C:19]([NH:23][C:24](=[O:26])[CH3:25])[CH:18]=3)=[C:11]3[NH:12][CH2:13][CH2:14][CH2:15][N:10]3[N:9]=2)=[CH:4][CH:3]=1, predict the reactants needed to synthesize it. The reactants are: [F:1][C:2]1[CH:7]=[CH:6][C:5]([C:8]2[C:16]([C:17]3[CH:22]=[CH:21][N:20]=[C:19]([NH:23][C:24](=[O:26])[CH3:25])[CH:18]=3)=[C:11]3[N:12]=[CH:13][CH:14]=[CH:15][N:10]3[N:9]=2)=[CH:4][CH:3]=1.[BH4-].[Na+].O.